Dataset: CYP2C19 inhibition data for predicting drug metabolism from PubChem BioAssay. Task: Regression/Classification. Given a drug SMILES string, predict its absorption, distribution, metabolism, or excretion properties. Task type varies by dataset: regression for continuous measurements (e.g., permeability, clearance, half-life) or binary classification for categorical outcomes (e.g., BBB penetration, CYP inhibition). Dataset: cyp2c19_veith. The drug is O=C(CSc1n[nH]c(-c2cccs2)n1)N1CCCc2ccccc21. The result is 1 (inhibitor).